From a dataset of TCR-epitope binding with 47,182 pairs between 192 epitopes and 23,139 TCRs. Binary Classification. Given a T-cell receptor sequence (or CDR3 region) and an epitope sequence, predict whether binding occurs between them. (1) The epitope is IVDTVSALV. The TCR CDR3 sequence is CASSWTGPNTGELFF. Result: 0 (the TCR does not bind to the epitope). (2) The epitope is KLNVGDYFV. The TCR CDR3 sequence is CASSPRTGSEETQYF. Result: 0 (the TCR does not bind to the epitope).